From a dataset of Forward reaction prediction with 1.9M reactions from USPTO patents (1976-2016). Predict the product of the given reaction. Given the reactants [Cl:1][C:2]1[CH:7]=[CH:6][C:5]([C:8]2[C:13]([C:14]([NH:16][CH3:17])=[O:15])=[CH:12][N:11]=[C:10]([CH3:18])[CH:9]=2)=[C:4](F)[CH:3]=1.[H-].[Na+], predict the reaction product. The product is: [Cl:1][C:2]1[CH:7]=[CH:6][C:5]2[C:8]3[C:13](=[CH:12][N:11]=[C:10]([CH3:18])[CH:9]=3)[C:14](=[O:15])[N:16]([CH3:17])[C:4]=2[CH:3]=1.